This data is from Forward reaction prediction with 1.9M reactions from USPTO patents (1976-2016). The task is: Predict the product of the given reaction. (1) Given the reactants C(=O)([O-])[O-].[Cs+].[Cs+].[CH2:7]([O:14][C:15]1[CH:20]=[C:19]([O:21][CH2:22][C:23]2[CH:28]=[CH:27][CH:26]=[CH:25][CH:24]=2)[C:18]([Cl:29])=[CH:17][C:16]=1[C:30](=[O:33])[CH2:31]Br)[C:8]1[CH:13]=[CH:12][CH:11]=[CH:10][CH:9]=1.[C:34]([O:38][C:39]([N:41]1[CH2:46][CH2:45][NH:44][CH2:43][CH2:42]1)=[O:40])([CH3:37])([CH3:36])[CH3:35], predict the reaction product. The product is: [C:34]([O:38][C:39]([N:41]1[CH2:46][CH2:45][N:44]([CH2:31][C:30]([C:16]2[CH:17]=[C:18]([Cl:29])[C:19]([O:21][CH2:22][C:23]3[CH:28]=[CH:27][CH:26]=[CH:25][CH:24]=3)=[CH:20][C:15]=2[O:14][CH2:7][C:8]2[CH:13]=[CH:12][CH:11]=[CH:10][CH:9]=2)=[O:33])[CH2:43][CH2:42]1)=[O:40])([CH3:37])([CH3:35])[CH3:36]. (2) The product is: [Br:19][C:16]1[CH:17]=[CH:18][C:3]([CH2:2][C:6]([O:8][CH3:24])=[O:7])=[C:14]([N+:20]([O-:22])=[O:21])[CH:15]=1. Given the reactants C[C:2](C)([C:6]([O-:8])=[O:7])[C:3]([O-])=O.[H-].[Na+].BrC1[CH:18]=[CH:17][C:16]([Br:19])=[CH:15][C:14]=1[N+:20]([O-:22])=[O:21].Cl.[CH3:24]N1CCCC1=O, predict the reaction product. (3) Given the reactants [CH2:1]([CH2:3][NH2:4])[OH:2].[C:5]1(=O)[O:11][C:9](=[O:10])[CH2:8][O:7][CH2:6]1, predict the reaction product. The product is: [OH:2][CH2:1][CH2:3][N:4]1[C:9](=[O:10])[CH2:8][O:7][CH2:6][C:5]1=[O:11]. (4) Given the reactants Cl[C:2]1[N:7]=[C:6]([CH2:8][O:9][C:10]2[CH:11]=[C:12]([C@H:16]([CH:23]3[CH2:25][CH2:24]3)[CH2:17][C:18]([O:20][CH2:21][CH3:22])=[O:19])[CH:13]=[CH:14][CH:15]=2)[CH:5]=[N:4][C:3]=1[C:26]1[C:31]([F:32])=[CH:30][N:29]=[C:28]([O:33][CH3:34])[CH:27]=1.[CH3:35][C:36]1([CH3:47])[C:40](C)(C)OB(C=C(C)C)O1.C([O-])([O-])=O.[Cs+].[Cs+].O1CCOCC1, predict the reaction product. The product is: [CH:23]1([C@@H:16]([C:12]2[CH:13]=[CH:14][CH:15]=[C:10]([O:9][CH2:8][C:6]3[CH:5]=[N:4][C:3]([C:26]4[C:31]([F:32])=[CH:30][N:29]=[C:28]([O:33][CH3:34])[CH:27]=4)=[C:2]([CH:35]=[C:36]([CH3:47])[CH3:40])[N:7]=3)[CH:11]=2)[CH2:17][C:18]([O:20][CH2:21][CH3:22])=[O:19])[CH2:25][CH2:24]1. (5) Given the reactants [CH2:1]([CH:8]([NH:14][S:15]([C:18]1[CH:23]=[CH:22][C:21]([Cl:24])=[CH:20][CH:19]=1)(=[O:17])=[O:16])[C:9](=[O:13])[CH2:10][CH2:11][CH3:12])[C:2]1[CH:7]=[CH:6][CH:5]=[CH:4][CH:3]=1.C([Mg]Br)#CC.O, predict the reaction product. The product is: [CH2:1]([C@@H:8]([NH:14][S:15]([C:18]1[CH:19]=[CH:20][C:21]([Cl:24])=[CH:22][CH:23]=1)(=[O:17])=[O:16])[C:9](=[O:13])[C:10]#[C:11][CH3:12])[C:2]1[CH:3]=[CH:4][CH:5]=[CH:6][CH:7]=1. (6) Given the reactants [C:1]([O:5][C:6](=[O:18])[NH:7][C:8]1[CH:9]=[N:10][C:11]([C:14](=[NH:17])[NH:15][OH:16])=[CH:12][CH:13]=1)([CH3:4])([CH3:3])[CH3:2].[Br:19][C:20]1[CH:28]=[C:24]([C:25](O)=O)[C:23]([OH:29])=[CH:22][CH:21]=1, predict the reaction product. The product is: [C:1]([O:5][C:6](=[O:18])[NH:7][C:8]1[CH:9]=[N:10][C:11]([C:14]2[N:17]=[C:25]([C:24]3[CH:28]=[C:20]([Br:19])[CH:21]=[CH:22][C:23]=3[OH:29])[O:16][N:15]=2)=[CH:12][CH:13]=1)([CH3:4])([CH3:2])[CH3:3].